Task: Predict which catalyst facilitates the given reaction.. Dataset: Catalyst prediction with 721,799 reactions and 888 catalyst types from USPTO (1) Reactant: [CH2:1]([N:3]1[C:7]2=[N:8][C:9]([CH2:48][CH3:49])=[C:10]([CH2:19][NH:20][C:21]([C:23]3[CH:28]=[CH:27][CH:26]=[C:25]([C:29]([NH:31][CH2:32][C:33]4[CH:34]=[C:35]([C:40]5[CH:45]=[CH:44][CH:43]=[C:42]([CH:46]=O)[CH:41]=5)[C:36]([CH3:39])=[CH:37][CH:38]=4)=[O:30])[N:24]=3)=[O:22])[C:11]([NH:12][CH:13]3[CH2:18][CH2:17][O:16][CH2:15][CH2:14]3)=[C:6]2[CH:5]=[N:4]1)[CH3:2].[C@@H:50]12[CH2:56][C@@H:53]([NH:54][CH2:55]1)[CH2:52][N:51]2[C:57]([O:59][C:60]([CH3:63])([CH3:62])[CH3:61])=[O:58].C(O[BH-](OC(=O)C)OC(=O)C)(=O)C.[Na+].C(O)(=O)C. Product: [CH2:1]([N:3]1[C:7]2=[N:8][C:9]([CH2:48][CH3:49])=[C:10]([CH2:19][NH:20][C:21]([C:23]3[N:24]=[C:25]([C:29]([NH:31][CH2:32][C:33]4[CH:38]=[CH:37][C:36]([CH3:39])=[C:35]([C:40]5[CH:45]=[CH:44][CH:43]=[C:42]([CH2:46][N:54]6[CH2:55][C@@H:50]7[CH2:56][C@H:53]6[CH2:52][N:51]7[C:57]([O:59][C:60]([CH3:63])([CH3:62])[CH3:61])=[O:58])[CH:41]=5)[CH:34]=4)=[O:30])[CH:26]=[CH:27][CH:28]=3)=[O:22])[C:11]([NH:12][CH:13]3[CH2:18][CH2:17][O:16][CH2:15][CH2:14]3)=[C:6]2[CH:5]=[N:4]1)[CH3:2]. The catalyst class is: 2. (2) Reactant: [CH3:1][O:2][C:3]([C:5]1[CH:10]=[C:9]([Br:11])[C:8](=[O:12])[N:7]([CH3:13])[C:6]=1[CH2:14]Br)=[O:4].[CH3:16][O:17][C:18](=[O:31])[CH2:19][NH:20][S:21]([C:24]1[CH:29]=[CH:28][C:27]([CH3:30])=[CH:26][CH:25]=1)(=[O:23])=[O:22].[I-].[Na+].C(=O)([O-])[O-].[K+].[K+]. Product: [CH3:1][O:2][C:3]([C:5]1[CH:10]=[C:9]([Br:11])[C:8](=[O:12])[N:7]([CH3:13])[C:6]=1[CH2:14][N:20]([CH2:19][C:18]([O:17][CH3:16])=[O:31])[S:21]([C:24]1[CH:25]=[CH:26][C:27]([CH3:30])=[CH:28][CH:29]=1)(=[O:23])=[O:22])=[O:4]. The catalyst class is: 163. (3) Reactant: [CH2:1]([NH:3][C:4]1[CH2:8][CH2:7][C:6](=[O:9])[CH:5]=1)[CH3:2].[H-].[Na+].Cl[C:13]([O:15][CH3:16])=[O:14]. Product: [CH3:16][O:15][C:13](=[O:14])[N:3]([CH2:1][CH3:2])[C:4]1[CH2:8][CH2:7][C:6](=[O:9])[CH:5]=1. The catalyst class is: 118. (4) Reactant: Cl.[F:2][C:3]1[CH:11]=[C:10]2[C:6]([C:7]([C:21]3[CH:22]=[N:23][N:24]([CH2:26][CH2:27][NH2:28])[CH:25]=3)=[CH:8][N:9]2[S:12]([C:15]2[CH:20]=[CH:19][CH:18]=[CH:17][CH:16]=2)(=[O:14])=[O:13])=[CH:5][CH:4]=1.[CH3:29][S:30](Cl)(=[O:32])=[O:31]. Product: [F:2][C:3]1[CH:11]=[C:10]2[C:6]([C:7]([C:21]3[CH:22]=[N:23][N:24]([CH2:26][CH2:27][NH:28][S:30]([CH3:29])(=[O:32])=[O:31])[CH:25]=3)=[CH:8][N:9]2[S:12]([C:15]2[CH:16]=[CH:17][CH:18]=[CH:19][CH:20]=2)(=[O:14])=[O:13])=[CH:5][CH:4]=1. The catalyst class is: 377. (5) Reactant: [CH2:1]([O:8][C:9]1[N:14]=[N:13][C:12]([CH2:15][CH2:16][C:17]2[CH:18]=[CH:19][C:20]([CH2:23]O)=[N:21][CH:22]=2)=[CH:11][CH:10]=1)[C:2]1[CH:7]=[CH:6][CH:5]=[CH:4][CH:3]=1.S(Cl)([Cl:27])=O.[OH-].[Na+]. Product: [CH2:1]([O:8][C:9]1[N:14]=[N:13][C:12]([CH2:15][CH2:16][C:17]2[CH:22]=[N:21][C:20]([CH2:23][Cl:27])=[CH:19][CH:18]=2)=[CH:11][CH:10]=1)[C:2]1[CH:7]=[CH:6][CH:5]=[CH:4][CH:3]=1. The catalyst class is: 2. (6) Reactant: [F:1][C:2]1([F:17])[O:6][C:5]2[CH:7]=[CH:8][C:9]([C:11]3([C:14]([OH:16])=O)[CH2:13][CH2:12]3)=[CH:10][C:4]=2[O:3]1.F[P-](F)(F)(F)(F)F.CN(C(N(C)C)=[N+]1C2C(=NC=CC=2)[N+]([O-])=N1)C.[NH2:42][C@H:43]1[CH2:48][C@@H:47]([C:49]2[CH:54]=[CH:53][CH:52]=[CH:51][CH:50]=2)[O:46][C@@H:45]([C:55]2[CH:56]=[C:57]([CH:62]=[CH:63][CH:64]=2)[C:58]([O:60][CH3:61])=[O:59])[CH2:44]1.C(N(C(C)C)C(C)C)C. Product: [F:17][C:2]1([F:1])[O:6][C:5]2[CH:7]=[CH:8][C:9]([C:11]3([C:14]([NH:42][C@H:43]4[CH2:48][C@@H:47]([C:49]5[CH:50]=[CH:51][CH:52]=[CH:53][CH:54]=5)[O:46][C@@H:45]([C:55]5[CH:56]=[C:57]([CH:62]=[CH:63][CH:64]=5)[C:58]([O:60][CH3:61])=[O:59])[CH2:44]4)=[O:16])[CH2:12][CH2:13]3)=[CH:10][C:4]=2[O:3]1. The catalyst class is: 9. (7) Reactant: [NH2:1][C:2]1[N:7]([CH2:8][C:9]([CH3:11])=[CH2:10])[C:6](=[O:12])[NH:5][C:4](=[O:13])[CH:3]=1.[OH-].[Na+].S(OC)(O[CH3:20])(=O)=O. Product: [NH2:1][C:2]1[N:7]([CH2:8][C:9]([CH3:11])=[CH2:10])[C:6](=[O:12])[N:5]([CH3:20])[C:4](=[O:13])[CH:3]=1. The catalyst class is: 6. (8) Reactant: C(Cl)(=O)C(Cl)=O.[Br:7][C:8]1[CH:16]=[CH:15][CH:14]=[C:13]2[C:9]=1[CH:10]=[C:11]([C:17]([OH:19])=O)[NH:12]2.[NH3:20]. Product: [Br:7][C:8]1[CH:16]=[CH:15][CH:14]=[C:13]2[C:9]=1[CH:10]=[C:11]([C:17]([NH2:20])=[O:19])[NH:12]2. The catalyst class is: 2. (9) Reactant: [NH2:1][C:2]1[CH:6]=[CH:5][S:4][C:3]=1[C:7]([NH2:9])=[O:8].[CH3:10][C:11]1[C:15]([CH:16]=O)=[CH:14][NH:13][N:12]=1.Cl.O1CCOCC1.ClC1C(=O)C(C#N)=C(C#N)C(=O)C=1Cl. Product: [CH3:10][C:11]1[NH:12][N:13]=[CH:14][C:15]=1[C:16]1[N:9]=[C:7]([OH:8])[C:3]2[S:4][CH:5]=[CH:6][C:2]=2[N:1]=1. The catalyst class is: 138. (10) Product: [CH3:1][N:2]1[N:6]=[N:5][C:4]([C:7]2[CH:12]=[CH:11][C:10]([NH2:13])=[CH:9][CH:8]=2)=[N:3]1. Reactant: [CH3:1][N:2]1[N:6]=[N:5][C:4]([C:7]2[CH:12]=[CH:11][C:10]([N+:13]([O-])=O)=[CH:9][CH:8]=2)=[N:3]1.[Sn](Cl)(Cl)(Cl)Cl. The catalyst class is: 8.